Task: Predict the reactants needed to synthesize the given product.. Dataset: Full USPTO retrosynthesis dataset with 1.9M reactions from patents (1976-2016) (1) Given the product [F:1][C:2]([F:17])([CH2:8][C:9]1[CH:10]=[CH:11][C:12]([OH:15])=[CH:13][CH:14]=1)[C:3]([O:5][CH2:6][CH3:7])=[O:4], predict the reactants needed to synthesize it. The reactants are: [F:1][C:2]([F:17])([CH2:8][C:9]1[CH:14]=[CH:13][C:12]([O:15]C)=[CH:11][CH:10]=1)[C:3]([O:5][CH2:6][CH3:7])=[O:4].[Cl-].[Al+3].[Cl-].[Cl-].C(S)CCCCCCC. (2) Given the product [Cl:1][C:2]1[N:3]=[CH:4][C:5]([NH:8][CH:10]([CH3:12])[CH3:9])=[CH:6][CH:7]=1, predict the reactants needed to synthesize it. The reactants are: [Cl:1][C:2]1[CH:7]=[CH:6][C:5]([NH2:8])=[CH:4][N:3]=1.[CH3:9][C:10]([CH3:12])=O.[BH-](OC(C)=O)(OC(C)=O)OC(C)=O.[Na+].CC(O)=O. (3) The reactants are: [I-].C(C(CCCC)C(O[CH2:10][N+:11]1(C)[CH2:16][CH2:15][N:14]([C:17]2[C:18]3[CH:30]=[C:29]([CH3:31])[S:28][C:19]=3[NH:20][C:21]3[CH:27]=[CH:26][CH:25]=[CH:24][C:22]=3[N:23]=2)[CH2:13][CH2:12]1)=O)CCC.[CH2:37]([CH:47]([CH2:53][CH2:54][CH2:55][CH2:56][CH2:57][CH2:58][CH2:59][CH2:60][CH2:61][CH3:62])[C:48]([O:50][CH2:51][I:52])=[O:49])[CH2:38][CH2:39][CH2:40][CH2:41][CH2:42][CH2:43][CH2:44][CH2:45][CH3:46]. Given the product [I-:52].[CH2:37]([CH:47]([CH2:53][CH2:54][CH2:55][CH2:56][CH2:57][CH2:58][CH2:59][CH2:60][CH2:61][CH3:62])[C:48]([O:50][CH2:51][N+:11]1([CH3:10])[CH2:16][CH2:15][N:14]([C:17]2[C:18]3[CH:30]=[C:29]([CH3:31])[S:28][C:19]=3[NH:20][C:21]3[CH:27]=[CH:26][CH:25]=[CH:24][C:22]=3[N:23]=2)[CH2:13][CH2:12]1)=[O:49])[CH2:38][CH2:39][CH2:40][CH2:41][CH2:42][CH2:43][CH2:44][CH2:45][CH3:46], predict the reactants needed to synthesize it. (4) Given the product [CH2:1]([N:5]([CH2:28][C:29]1[CH:34]=[CH:33][CH:32]=[C:31]([O:35][CH3:36])[C:30]=1[O:37][CH3:38])[C:6](=[O:27])[CH2:7][CH2:8][C:9]1[CH:26]=[CH:25][C:12]([O:13][CH2:14][C:15]2[CH:24]=[CH:23][CH:22]=[CH:21][C:16]=2[C:17]([OH:19])=[O:18])=[CH:11][CH:10]=1)[CH2:2][CH2:3][CH3:4], predict the reactants needed to synthesize it. The reactants are: [CH2:1]([N:5]([CH2:28][C:29]1[CH:34]=[CH:33][CH:32]=[C:31]([O:35][CH3:36])[C:30]=1[O:37][CH3:38])[C:6](=[O:27])[CH2:7][CH2:8][C:9]1[CH:26]=[CH:25][C:12]([O:13][CH2:14][C:15]2[CH:24]=[CH:23][CH:22]=[CH:21][C:16]=2[C:17]([O:19]C)=[O:18])=[CH:11][CH:10]=1)[CH2:2][CH2:3][CH3:4].[Li+].[OH-].CCOC(C)=O. (5) Given the product [CH2:20]([O:22][C:23]1[CH:24]=[C:25]([CH:26]2[C:12]([C:13]3[CH:18]=[CH:17][CH:16]=[CH:15][CH:14]=3)=[C:11]([C:1]3[C:10]4[C:5](=[CH:6][CH:7]=[CH:8][CH:9]=4)[CH:4]=[CH:3][CH:2]=3)[NH:38][C:36](=[O:37])[NH:35]2)[CH:28]=[C:29]([N+:32]([O-:34])=[O:33])[C:30]=1[OH:31])[CH3:21], predict the reactants needed to synthesize it. The reactants are: [C:1]1([C:11](=O)[CH2:12][C:13]2[CH:18]=[CH:17][CH:16]=[CH:15][CH:14]=2)[C:10]2[C:5](=[CH:6][CH:7]=[CH:8][CH:9]=2)[CH:4]=[CH:3][CH:2]=1.[CH2:20]([O:22][C:23]1[CH:24]=[C:25]([CH:28]=[C:29]([N+:32]([O-:34])=[O:33])[C:30]=1[OH:31])[CH:26]=O)[CH3:21].[NH2:35][C:36]([NH2:38])=[O:37].Cl. (6) Given the product [NH2:2][CH:3]1[CH2:4][CH2:5][CH2:6][CH2:7][NH:8][C:9]1=[O:11], predict the reactants needed to synthesize it. The reactants are: Cl.[NH2:2][C@H:3]([C:9]([OH:11])=O)[CH2:4][CH2:5][CH2:6][CH2:7][NH2:8].[OH-].[Na+].